Dataset: Reaction yield outcomes from USPTO patents with 853,638 reactions. Task: Predict the reaction yield, written as a fraction of the theoretical maximum amount of product (1.0 means a 100% yield; for example, 0.34 means a 34% yield). (1) The reactants are [NH2:1][C@@H:2]([CH:5]1[CH2:10][CH2:9][N:8]([C:11]([O:13][C:14]([CH3:17])([CH3:16])[CH3:15])=[O:12])[CH2:7][CH2:6]1)[CH2:3][OH:4].C(N(CC)CC)C.[Cl:25][C:26]1[S:30][C:29]([S:31](Cl)(=[O:33])=[O:32])=[CH:28][CH:27]=1. The catalyst is C(Cl)Cl. The product is [C:14]([O:13][C:11]([N:8]1[CH2:7][CH2:6][CH:5]([CH:2]([NH:1][S:31]([C:29]2[S:30][C:26]([Cl:25])=[CH:27][CH:28]=2)(=[O:33])=[O:32])[CH2:3][OH:4])[CH2:10][CH2:9]1)=[O:12])([CH3:17])([CH3:16])[CH3:15]. The yield is 0.580. (2) The reactants are [CH3:1][C:2]1[S:6][C:5]([C:7]2[CH:12]=[CH:11][CH:10]=[CH:9][CH:8]=2)=[N:4][C:3]=1[CH2:13][O:14][C:15]1[N:20]=[CH:19][C:18]([CH2:21][O:22][C:23]2[CH:28]=[CH:27][CH:26]=[CH:25][C:24]=2[CH2:29][C:30]([O:32]C)=[O:31])=[CH:17][CH:16]=1.O1CCCC1.[OH-].[Na+].Cl. The catalyst is O.CO. The product is [CH3:1][C:2]1[S:6][C:5]([C:7]2[CH:8]=[CH:9][CH:10]=[CH:11][CH:12]=2)=[N:4][C:3]=1[CH2:13][O:14][C:15]1[N:20]=[CH:19][C:18]([CH2:21][O:22][C:23]2[CH:28]=[CH:27][CH:26]=[CH:25][C:24]=2[CH2:29][C:30]([OH:32])=[O:31])=[CH:17][CH:16]=1. The yield is 0.880. (3) The product is [O:17]1[CH2:18][CH2:19][N:14]([C:4]2[N:5]=[C:6]([N:8]3[CH2:13][CH2:12][O:11][CH2:10][CH2:9]3)[N:7]=[C:2]([C:25]3[CH:26]=[CH:27][C:22]([C:20]#[N:21])=[CH:23][CH:24]=3)[N:3]=2)[CH2:15][CH2:16]1. No catalyst specified. The reactants are Cl[C:2]1[N:7]=[C:6]([N:8]2[CH2:13][CH2:12][O:11][CH2:10][CH2:9]2)[N:5]=[C:4]([N:14]2[CH2:19][CH2:18][O:17][CH2:16][CH2:15]2)[N:3]=1.[C:20]([C:22]1[CH:27]=[CH:26][C:25](B(O)O)=[CH:24][CH:23]=1)#[N:21]. The yield is 0.500.